From a dataset of Forward reaction prediction with 1.9M reactions from USPTO patents (1976-2016). Predict the product of the given reaction. (1) Given the reactants [NH2:1][C@H:2]1[CH2:7][CH2:6][C@H:5]([NH:8][C:9]2[CH:14]=[C:13]([C:15]3[CH:20]=[CH:19][CH:18]=[C:17]([NH:21][CH2:22][C:23]4([C:29]#[N:30])[CH2:28][CH2:27][O:26][CH2:25][CH2:24]4)[N:16]=3)[C:12]([Cl:31])=[CH:11][N:10]=2)[CH2:4][CH2:3]1.C(N(CC)CC)C.Br[CH2:40][CH2:41][CH2:42][OH:43], predict the reaction product. The product is: [Cl:31][C:12]1[C:13]([C:15]2[CH:20]=[CH:19][CH:18]=[C:17]([NH:21][CH2:22][C:23]3([C:29]#[N:30])[CH2:28][CH2:27][O:26][CH2:25][CH2:24]3)[N:16]=2)=[CH:14][C:9]([NH:8][C@H:5]2[CH2:6][CH2:7][C@H:2]([NH:1][CH2:40][CH2:41][CH2:42][OH:43])[CH2:3][CH2:4]2)=[N:10][CH:11]=1. (2) Given the reactants FC(F)(F)C([NH:5][C:6]1[CH:11]=[CH:10][N:9]2[N:12]=[CH:13][C:14]([F:15])=[C:8]2[CH:7]=1)=O.O.C([O-])([O-])=O.[K+].[K+], predict the reaction product. The product is: [F:15][C:14]1[CH:13]=[N:12][N:9]2[CH:10]=[CH:11][C:6]([NH2:5])=[CH:7][C:8]=12. (3) Given the reactants Cl[C:2]1[C:7]([C:8]#[N:9])=[C:6]([N:10]2[CH2:15][CH2:14][CH:13]([C:16]3[CH:21]=[CH:20][C:19]([F:22])=[CH:18][CH:17]=3)[CH2:12][CH2:11]2)[N:5]=[C:4]([S:23][CH3:24])[N:3]=1.[F:25][C:26]([F:30])([F:29])[CH2:27][O-:28].O1[CH2:35][CH2:34][CH2:33]C1, predict the reaction product. The product is: [F:22][C:19]1[CH:20]=[CH:21][C:16]([CH:13]2[CH2:14][CH2:15][N:10]([C:6]3[C:7]([C:8]#[N:9])=[C:2]([O:28][CH2:27][C:26]([F:30])([F:29])[F:25])[N:3]=[C:4]([S:23][CH3:24])[N:5]=3)[CH2:11][CH2:12]2)=[CH:17][CH:18]=1.[CH2:15]([N:10]([CH:11]([CH3:12])[CH3:26])[CH:34]([CH3:35])[CH3:33])[CH3:14]. (4) Given the reactants Cl[C:2]1[C:11]2[C:6](=[CH:7][C:8]([O:14][CH2:15][CH:16]3[CH2:21][CH2:20][N:19]([CH3:22])[CH2:18][CH2:17]3)=[C:9]([O:12][CH3:13])[CH:10]=2)[N:5]=[CH:4][N:3]=1.[CH3:23][C:24]1[CH:33]=[C:32]([CH3:34])[C:31]2[C:26](=[CH:27][C:28]([OH:35])=[CH:29][CH:30]=2)[N:25]=1, predict the reaction product. The product is: [CH3:23][C:24]1[CH:33]=[C:32]([CH3:34])[C:31]2[C:26](=[CH:27][C:28]([O:35][C:2]3[C:11]4[C:6](=[CH:7][C:8]([O:14][CH2:15][CH:16]5[CH2:21][CH2:20][N:19]([CH3:22])[CH2:18][CH2:17]5)=[C:9]([O:12][CH3:13])[CH:10]=4)[N:5]=[CH:4][N:3]=3)=[CH:29][CH:30]=2)[N:25]=1. (5) Given the reactants [C:1]([CH:3]1[CH2:7][CH2:6][N:5]([C:8]([O:10][C:11]([CH3:14])([CH3:13])[CH3:12])=[O:9])[CH2:4]1)#[N:2].C[Si]([N-][Si](C)(C)C)(C)C.[Li+].N#N.Br[CH2:28][CH:29]=[CH2:30], predict the reaction product. The product is: [CH2:30]([C:3]1([C:1]#[N:2])[CH2:7][CH2:6][N:5]([C:8]([O:10][C:11]([CH3:14])([CH3:13])[CH3:12])=[O:9])[CH2:4]1)[CH:29]=[CH2:28]. (6) Given the reactants [CH2:1]([Li])[CH2:2]CC.CCCCCC.[C:12]([N:15]([CH2:29][C:30]1[CH:35]=[CH:34][CH:33]=[CH:32][C:31]=1[CH:36]=O)[C:16]1[CH:21]=[CH:20][CH:19]=[CH:18][C:17]=1[O:22][C:23]1[CH:28]=[CH:27][CH:26]=[CH:25][CH:24]=1)(=[O:14])[CH3:13].[Cl-].[NH4+], predict the reaction product. The product is: [C:12]([N:15]([CH2:29][C:30]1[CH:35]=[CH:34][CH:33]=[CH:32][C:31]=1[CH:36]=[CH:1][CH3:2])[C:16]1[CH:21]=[CH:20][CH:19]=[CH:18][C:17]=1[O:22][C:23]1[CH:24]=[CH:25][CH:26]=[CH:27][CH:28]=1)(=[O:14])[CH3:13].